This data is from Full USPTO retrosynthesis dataset with 1.9M reactions from patents (1976-2016). The task is: Predict the reactants needed to synthesize the given product. (1) Given the product [CH2:1]([O:3][C:4]([C@H:6]1[C@H:11]([OH:12])[CH:10]=[CH:9][CH2:8][O:7]1)=[O:5])[CH3:2], predict the reactants needed to synthesize it. The reactants are: [CH2:1]([O:3][C:4]([C@H:6]1[C@@H:11]([OH:12])[CH:10]=[CH:9][CH2:8][O:7]1)=[O:5])[CH3:2]. (2) Given the product [Cl:15][C:14]1[C:9]([NH:8][C:5]2[CH:4]=[CH:3][C:2]([Cl:1])=[CH:7][CH:6]=2)=[N:10][CH:11]=[C:12]([C:16]2[N:17]([CH2:24][CH3:25])[CH:18]=[CH:19][CH:20]=2)[CH:13]=1, predict the reactants needed to synthesize it. The reactants are: [Cl:1][C:2]1[CH:7]=[CH:6][C:5]([NH:8][C:9]2[C:14]([Cl:15])=[CH:13][C:12]([C:16]3[NH:17][CH:18]=[CH:19][CH:20]=3)=[CH:11][N:10]=2)=[CH:4][CH:3]=1.[H-].[Na+].I[CH2:24][CH3:25]. (3) Given the product [CH2:12]([N:11]([CH2:15][CH2:16][CH3:17])[CH2:10][C@H:9]([NH:8][C:6]([C:5]1[CH:19]=[CH:20][C:2]([C:54]2[CH2:55][CH2:56][C@:52]([C:48]3[CH:49]=[CH:50][CH:51]=[C:46]([F:45])[C:47]=3[CH3:77])([C:65]([O:67][CH2:68][C:69]3[CH:74]=[CH:73][C:72]([O:75][CH3:76])=[CH:71][CH:70]=3)=[O:66])[CH:53]=2)=[CH:3][CH:4]=1)=[O:7])[CH3:18])[CH2:13][CH3:14], predict the reactants needed to synthesize it. The reactants are: Br[C:2]1[CH:20]=[CH:19][C:5]([C:6]([NH:8][C@H:9]([CH3:18])[CH2:10][N:11]([CH2:15][CH2:16][CH3:17])[CH2:12][CH2:13][CH3:14])=[O:7])=[CH:4][CH:3]=1.B1(B2OCC(C)(C)CO2)OCC(C)(C)CO1.C([O-])(=O)C.[K+].ClCCl.[F:45][C:46]1[C:47]([CH3:77])=[C:48]([C@:52]2([C:65]([O:67][CH2:68][C:69]3[CH:74]=[CH:73][C:72]([O:75][CH3:76])=[CH:71][CH:70]=3)=[O:66])[CH2:56][CH2:55][C:54](OS(C(F)(F)F)(=O)=O)=[CH:53]2)[CH:49]=[CH:50][CH:51]=1.C(=O)([O-])[O-].[Cs+].[Cs+]. (4) Given the product [F:4][C:5]1[CH:10]=[CH:9][C:8]([C:11]2[CH:12]=[C:13]3[C:18](=[CH:19][CH:20]=2)[CH:17]=[C:16]([S:21]([C:24]2[CH:33]=[CH:32][CH:31]=[CH:30][C:25]=2[C:26]2[O:28][CH:29]=[N:2][N:3]=2)(=[O:23])=[O:22])[CH:15]=[CH:14]3)=[CH:7][CH:6]=1, predict the reactants needed to synthesize it. The reactants are: O.[NH2:2][NH2:3].[F:4][C:5]1[CH:10]=[CH:9][C:8]([C:11]2[CH:12]=[C:13]3[C:18](=[CH:19][CH:20]=2)[CH:17]=[C:16]([S:21]([C:24]2[CH:33]=[CH:32][CH:31]=[CH:30][C:25]=2[C:26]([O:28][CH3:29])=O)(=[O:23])=[O:22])[CH:15]=[CH:14]3)=[CH:7][CH:6]=1. (5) Given the product [C:17]([C:14]1[S:13][C:12]([NH:11][C:8](=[O:9])[O:7][C:1]2[CH:6]=[CH:5][CH:4]=[CH:3][CH:2]=2)=[N:16][N:15]=1)([CH3:20])([CH3:19])[CH3:18], predict the reactants needed to synthesize it. The reactants are: [C:1]1([O:7][C:8](Cl)=[O:9])[CH:6]=[CH:5][CH:4]=[CH:3][CH:2]=1.[NH2:11][C:12]1[S:13][C:14]([C:17]([CH3:20])([CH3:19])[CH3:18])=[N:15][N:16]=1.N1C=CC=CC=1. (6) Given the product [ClH:1].[Cl:14][C:10]1[CH:9]=[C:8]([C:6]2[N:5]=[C:4]3[CH2:15][CH2:16][CH2:17][C:3]3=[C:2]([NH:23][C:22]3[CH:24]=[CH:25][C:19]([F:18])=[CH:20][CH:21]=3)[CH:7]=2)[CH:13]=[CH:12][CH:11]=1, predict the reactants needed to synthesize it. The reactants are: [Cl:1][C:2]1[CH:7]=[C:6]([C:8]2[CH:13]=[CH:12][CH:11]=[C:10]([Cl:14])[CH:9]=2)[N:5]=[C:4]2[CH2:15][CH2:16][CH2:17][C:3]=12.[F:18][C:19]1[CH:25]=[CH:24][C:22]([NH2:23])=[CH:21][CH:20]=1.C(=O)(O)[O-].[Na+]. (7) Given the product [CH3:39][O:40][C:41](=[O:52])[C:42]1[CH:47]=[CH:46][C:45]([CH2:48][CH2:49][CH2:50][N:14]2[C:13](=[O:15])[CH2:12][CH2:11][CH:10]2[CH2:9][CH2:8][CH:7]([O:6][Si:5]([C:1]([CH3:4])([CH3:3])[CH3:2])([CH3:28])[CH3:27])[CH2:16][C:17]2[CH:22]=[CH:21][CH:20]=[C:19]([C:23]([F:25])([F:26])[F:24])[CH:18]=2)=[CH:44][CH:43]=1, predict the reactants needed to synthesize it. The reactants are: [C:1]([Si:5]([CH3:28])([CH3:27])[O:6][CH:7]([CH2:16][C:17]1[CH:22]=[CH:21][CH:20]=[C:19]([C:23]([F:26])([F:25])[F:24])[CH:18]=1)[CH2:8][CH2:9][CH:10]1[NH:14][C:13](=[O:15])[CH2:12][CH2:11]1)([CH3:4])([CH3:3])[CH3:2].C[Si]([N-][Si](C)(C)C)(C)C.[Na+].[CH3:39][O:40][C:41](=[O:52])[C:42]1[CH:47]=[CH:46][C:45]([CH2:48][CH2:49][CH2:50]Br)=[CH:44][CH:43]=1.